From a dataset of Full USPTO retrosynthesis dataset with 1.9M reactions from patents (1976-2016). Predict the reactants needed to synthesize the given product. The reactants are: [CH2:1]([O:3][C:4](=[O:13])[CH2:5][NH:6][CH:7]1[CH2:12][CH2:11][O:10][CH2:9][CH2:8]1)[CH3:2].[CH2:14]=O.[CH:16]([S:18]([C:21]1[CH:26]=[CH:25][CH:24]=[CH:23][C:22]=1[C:27]([F:30])([F:29])[F:28])(=[O:20])=[O:19])=[CH2:17]. Given the product [CH2:1]([O:3][C:4]([CH:5]1[CH2:14][CH:16]([S:18]([C:21]2[CH:26]=[CH:25][CH:24]=[CH:23][C:22]=2[C:27]([F:28])([F:30])[F:29])(=[O:19])=[O:20])[CH2:17][N:6]1[CH:7]1[CH2:12][CH2:11][O:10][CH2:9][CH2:8]1)=[O:13])[CH3:2], predict the reactants needed to synthesize it.